From a dataset of M1 muscarinic receptor antagonist screen with 61,756 compounds. Binary Classification. Given a drug SMILES string, predict its activity (active/inactive) in a high-throughput screening assay against a specified biological target. (1) The compound is S(=O)(=O)(N1CCN(CC1)CCC#N)c1ccc(S(=O)(=O)NCC2OCCC2)cc1. The result is 0 (inactive). (2) The drug is O1c2cc(CNc3n4c(nc3c3ccc(O)cc3)cccc4)ccc2OC1. The result is 0 (inactive). (3) The result is 0 (inactive). The drug is O(c1c(OCC)cc(cc1OCC)C(=O)Nc1noc(c1)C)CC. (4) The molecule is O1C(CCC1)C(=O)Nc1ccc(C(=O)N2CCC(CC2)C)cc1. The result is 0 (inactive). (5) The compound is O(C(C)C)c1cc(C(=O)Nc2cc(NC(=O)c3occc3)ccc2OC)ccc1. The result is 0 (inactive). (6) The drug is O(Cc1ccccc1)C(=O)c1c(cccc1)C(O)=O. The result is 0 (inactive). (7) The compound is O=C(N)C1CCN(CC1)C(CC)c1n(nnn1)Cc1occc1. The result is 0 (inactive).